This data is from Forward reaction prediction with 1.9M reactions from USPTO patents (1976-2016). The task is: Predict the product of the given reaction. (1) Given the reactants [C:1]([O:5][CH2:6][CH:7]([OH:15])[CH2:8][O:9][C:10](=[O:14])[C:11]([CH3:13])=[CH2:12])(=[O:4])[CH:2]=[CH2:3].C(N(CC)CC)C.[C:23](O[C:23](=[O:27])[C:24]([CH3:26])=[CH2:25])(=[O:27])[C:24]([CH3:26])=[CH2:25], predict the reaction product. The product is: [C:1]([O:5][CH2:6][CH:7]([O:15][C:23](=[O:27])[C:24]([CH3:26])=[CH2:25])[CH2:8][O:9][C:10](=[O:14])[C:11]([CH3:13])=[CH2:12])(=[O:4])[CH:2]=[CH2:3]. (2) Given the reactants [N+:1]([C:4]1[CH:5]=[CH:6][C:7]2[O:11][C:10]([CH2:12][N:13]3[CH2:17][CH2:16][CH2:15][CH2:14]3)=[N:9][C:8]=2[CH:18]=1)([O-])=O, predict the reaction product. The product is: [NH2:1][C:4]1[CH:5]=[CH:6][C:7]2[O:11][C:10]([CH2:12][N:13]3[CH2:14][CH2:15][CH2:16][CH2:17]3)=[N:9][C:8]=2[CH:18]=1. (3) Given the reactants [N:1]([CH2:4][CH2:5][N:6]1[C:10]([NH:11][C:12]([C:25]2[CH:30]=[CH:29][CH:28]=[CH:27][CH:26]=2)([C:19]2[CH:24]=[CH:23][CH:22]=[CH:21][CH:20]=2)[C:13]2[CH:18]=[CH:17][CH:16]=[CH:15][CH:14]=2)=[CH:9][CH:8]=[N:7]1)=[N+]=[N-].[H][H], predict the reaction product. The product is: [NH2:1][CH2:4][CH2:5][N:6]1[C:10]([NH:11][C:12]([C:25]2[CH:30]=[CH:29][CH:28]=[CH:27][CH:26]=2)([C:19]2[CH:20]=[CH:21][CH:22]=[CH:23][CH:24]=2)[C:13]2[CH:18]=[CH:17][CH:16]=[CH:15][CH:14]=2)=[CH:9][CH:8]=[N:7]1. (4) Given the reactants N1CCC[CH:2]1[C:6](C)=[CH:7][C:8]([O:10][CH3:11])=[O:9].Br[CH2:14][N:15]1[C:19](=[O:20])[C:18]2=[CH:21][CH:22]=[CH:23][CH:24]=[C:17]2[C:16]1=[O:25].Cl.[OH2:27], predict the reaction product. The product is: [C:19]1(=[O:20])[N:15]([CH2:14][CH:7]([C:6](=[O:27])[CH3:2])[C:8]([O:10][CH3:11])=[O:9])[C:16](=[O:25])[C:17]2=[CH:24][CH:23]=[CH:22][CH:21]=[C:18]12. (5) Given the reactants Cl[SiH:2]1[N:6]([C:7]([CH3:10])([CH3:9])[CH3:8])[CH:5]=[CH:4][N:3]1[C:11]([CH3:14])([CH3:13])[CH3:12].[CH3:15][CH2:16][CH2:17]CCC, predict the reaction product. The product is: [C:11]([N:3]1[CH:4]=[CH:5][N:6]([C:7]([CH3:10])([CH3:9])[CH3:8])[SiH:2]1[CH2:17][CH:16]=[CH2:15])([CH3:14])([CH3:13])[CH3:12]. (6) Given the reactants [CH:1]1([C:4]2[CH:12]=[C:11]([CH2:13][O:14][CH2:15][C:16]3([C:29]4[CH:34]=[CH:33][CH:32]=[CH:31][CH:30]=4)[CH2:21][CH2:20][N:19](C(OC(C)(C)C)=O)[CH2:18][CH2:17]3)[C:10]3[C:6](=[CH:7][N:8](COCC[Si](C)(C)C)[N:9]=3)[CH:5]=2)[CH2:3][CH2:2]1.FC(F)(F)C(O)=O.C(Cl)Cl, predict the reaction product. The product is: [CH:1]1([C:4]2[CH:5]=[C:6]3[C:10](=[C:11]([CH2:13][O:14][CH2:15][C:16]4([C:29]5[CH:34]=[CH:33][CH:32]=[CH:31][CH:30]=5)[CH2:21][CH2:20][NH:19][CH2:18][CH2:17]4)[CH:12]=2)[NH:9][N:8]=[CH:7]3)[CH2:3][CH2:2]1. (7) Given the reactants [CH:1](=O)[C:2]1[CH:7]=[CH:6][CH:5]=[CH:4][CH:3]=1.Cl.[Cl:10][C:11]1[CH:22]=[C:21]([O:23][CH2:24][CH:25]=[C:26]([Cl:28])[Cl:27])[CH:20]=[C:19]([Cl:29])[C:12]=1[O:13][CH2:14][CH2:15][CH2:16][O:17][NH2:18].C(O)(=O)CC(CC(O)=O)(C(O)=O)O, predict the reaction product. The product is: [Cl:10][C:11]1[CH:22]=[C:21]([O:23][CH2:24][CH:25]=[C:26]([Cl:27])[Cl:28])[CH:20]=[C:19]([Cl:29])[C:12]=1[O:13][CH2:14][CH2:15][CH2:16][O:17][N:18]=[CH:1][C:2]1[CH:7]=[CH:6][CH:5]=[CH:4][CH:3]=1.